This data is from Catalyst prediction with 721,799 reactions and 888 catalyst types from USPTO. The task is: Predict which catalyst facilitates the given reaction. (1) Reactant: [CH:1]1([CH:4]([C:6]2[CH:11]=[CH:10][C:9]([Cl:12])=[CH:8][CH:7]=2)O)[CH2:3][CH2:2]1.FC(F)(F)C(O)=O.[F:20][C:21]1[CH:22]=[C:23]2[C:27](=[C:28]([CH2:30][S:31]([CH3:34])(=[O:33])=[O:32])[CH:29]=1)[NH:26][CH:25]=[CH:24]2. Product: [Cl:12][C:9]1[CH:10]=[CH:11][C:6]([CH:4]([CH:1]2[CH2:3][CH2:2]2)[C:24]2[C:23]3[C:27](=[C:28]([CH2:30][S:31]([CH3:34])(=[O:32])=[O:33])[CH:29]=[C:21]([F:20])[CH:22]=3)[NH:26][CH:25]=2)=[CH:7][CH:8]=1. The catalyst class is: 4. (2) Reactant: C(O[C:6](=[O:31])[NH:7][C:8]1[C:9]([CH3:30])=[C:10]([C:18](O)([C:20]2[CH:25]=[CH:24][C:23]([CH:26]([CH3:28])[CH3:27])=[CH:22][CH:21]=2)[CH3:19])[C:11]2[O:15][CH2:14][CH2:13][C:12]=2[C:16]=1[CH3:17])(C)(C)C.[C:32]([CH2:36]C(Cl)=O)([CH3:35])([CH3:34])[CH3:33]. Product: [CH:26]([C:23]1[CH:24]=[CH:25][C:20]([CH:18]([C:10]2[C:11]3[O:15][CH2:14][CH2:13][C:12]=3[C:16]([CH3:17])=[C:8]([NH:7][C:6](=[O:31])[CH2:33][C:32]([CH3:36])([CH3:35])[CH3:34])[C:9]=2[CH3:30])[CH3:19])=[CH:21][CH:22]=1)([CH3:27])[CH3:28]. The catalyst class is: 175. (3) Reactant: [F:1][C:2]1[CH:3]=[CH:4][C:5]([O:8][C@H:9]2[C@@H:14]3[CH2:15][C@@H:11]([CH2:12][N:13]3C(OC(C)(C)C)=O)[CH2:10]2)=[N:6][CH:7]=1.Cl. Product: [F:1][C:2]1[CH:3]=[CH:4][C:5]([O:8][C@H:9]2[C@@H:14]3[CH2:15][C@@H:11]([CH2:12][NH:13]3)[CH2:10]2)=[N:6][CH:7]=1. The catalyst class is: 817. (4) Reactant: [OH-].[Na+].[CH2:3]([CH:10]([CH2:18][CH2:19][CH2:20][CH2:21][CH2:22][CH2:23][CH3:24])[CH2:11][CH2:12][CH2:13][C:14]([O:16]C)=[O:15])[CH2:4][CH2:5][CH2:6][CH2:7][CH2:8][CH3:9]. Product: [CH2:18]([CH:10]([CH2:3][CH2:4][CH2:5][CH2:6][CH2:7][CH2:8][CH3:9])[CH2:11][CH2:12][CH2:13][C:14]([OH:16])=[O:15])[CH2:19][CH2:20][CH2:21][CH2:22][CH2:23][CH3:24]. The catalyst class is: 5. (5) Reactant: Cl.[Cl:2][C:3]1[C:4]([NH:9][NH2:10])=[N:5][CH:6]=[CH:7][N:8]=1.[F:11][C:12]([F:23])([F:22])[C:13](O[C:13](=[O:14])[C:12]([F:23])([F:22])[F:11])=[O:14].O. Product: [Cl:2][C:3]1[C:4]([NH:9][NH:10][C:13](=[O:14])[C:12]([F:23])([F:22])[F:11])=[N:5][CH:6]=[CH:7][N:8]=1. The catalyst class is: 2. (6) Reactant: [I:1][C:2]1[CH:3]=[N:4][N:5]([CH3:10])[C:6]=1[C:7]([NH2:9])=O.N1C(C)=CC=CC=1C.FC(F)(F)C(OC(=O)C(F)(F)F)=O.C(=O)(O)[O-].[Na+]. Product: [I:1][C:2]1[CH:3]=[N:4][N:5]([CH3:10])[C:6]=1[C:7]#[N:9]. The catalyst class is: 2. (7) Reactant: Br[CH2:2][CH2:3][C:4]1[CH:19]=[CH:18][C:7]([O:8][C:9]2[S:10][C:11]3[CH:17]=[CH:16][CH:15]=[CH:14][C:12]=3[N:13]=2)=[CH:6][CH:5]=1.[NH:20]1[CH2:28][CH2:27][CH2:26][CH:22]([C:23]([NH2:25])=[O:24])[CH2:21]1.CNC. Product: [S:10]1[C:11]2[CH:17]=[CH:16][CH:15]=[CH:14][C:12]=2[N:13]=[C:9]1[O:8][C:7]1[CH:18]=[CH:19][C:4]([CH2:3][CH2:2][N:20]2[CH2:28][CH2:27][CH2:26][CH:22]([C:23]([NH2:25])=[O:24])[CH2:21]2)=[CH:5][CH:6]=1. The catalyst class is: 23. (8) Reactant: [NH2:1][C:2]1[CH:7]=[CH:6][C:5]([CH2:8][C:9]([O:11][C:12]([CH3:15])([CH3:14])[CH3:13])=[O:10])=[CH:4][C:3]=1[O:16][CH3:17].[Cl:18][C:19]1[CH:24]=[CH:23][CH:22]=[C:21]([Cl:25])[C:20]=1[N:26]=[C:27]=[O:28].CCN(CC)CC. Product: [Cl:18][C:19]1[CH:24]=[CH:23][CH:22]=[C:21]([Cl:25])[C:20]=1[NH:26][C:27](=[O:28])[NH:1][C:2]1[CH:7]=[CH:6][C:5]([CH2:8][C:9]([O:11][C:12]([CH3:14])([CH3:13])[CH3:15])=[O:10])=[CH:4][C:3]=1[O:16][CH3:17]. The catalyst class is: 1. (9) Reactant: [CH2:1]([O:3][C:4]([N:6]1[C:15]2[C:10](=[N:11][C:12]([O:16][CH3:17])=[CH:13][CH:14]=2)[C@@H:9]([NH:18][C:19]2[N:24]=[C:23]([CH2:25][C:26]3[CH:31]=[C:30]([C:32]([F:35])([F:34])[F:33])[CH:29]=[C:28]([C:36]([F:39])([F:38])[F:37])[CH:27]=3)[C:22]([NH:40][C:41](=[O:46])[CH2:42][CH2:43][CH2:44]Cl)=[CH:21][N:20]=2)[CH2:8][C@H:7]1[CH2:47][CH3:48])=[O:5])[CH3:2].[H-].[Na+].O. Product: [CH2:1]([O:3][C:4]([N:6]1[C:15]2[C:10](=[N:11][C:12]([O:16][CH3:17])=[CH:13][CH:14]=2)[C@@H:9]([NH:18][C:19]2[N:24]=[C:23]([CH2:25][C:26]3[CH:31]=[C:30]([C:32]([F:35])([F:34])[F:33])[CH:29]=[C:28]([C:36]([F:39])([F:38])[F:37])[CH:27]=3)[C:22]([N:40]3[CH2:44][CH2:43][CH2:42][C:41]3=[O:46])=[CH:21][N:20]=2)[CH2:8][C@H:7]1[CH2:47][CH3:48])=[O:5])[CH3:2]. The catalyst class is: 9.